This data is from Catalyst prediction with 721,799 reactions and 888 catalyst types from USPTO. The task is: Predict which catalyst facilitates the given reaction. (1) Reactant: [C:1]([O:5][C:6]([NH:8][CH2:9][CH2:10][N:11]1[C:19]2[C:14](=[CH:15][CH:16]=[C:17]([C:20]([O:22][CH3:23])=[O:21])[CH:18]=2)[C:13]([CH:24]2[CH2:29][CH2:28][CH2:27][CH2:26][CH2:25]2)=[C:12]1[C:30]1[CH:35]=[CH:34][CH:33]=[CH:32][C:31]=1[CH:36]=[O:37])=[O:7])([CH3:4])([CH3:3])[CH3:2].[H-].Cl. Product: [C:1]([O:5][C:6]([NH:8][CH2:9][CH2:10][N:11]1[C:19]2[C:14](=[CH:15][CH:16]=[C:17]([C:20]([O:22][CH3:23])=[O:21])[CH:18]=2)[C:13]([CH:24]2[CH2:29][CH2:28][CH2:27][CH2:26][CH2:25]2)=[C:12]1[C:30]1[CH:35]=[CH:34][CH:33]=[CH:32][C:31]=1[CH2:36][OH:37])=[O:7])([CH3:4])([CH3:2])[CH3:3]. The catalyst class is: 5. (2) Product: [Br:23][C:24]1[N:25]=[CH:26][C:27]([CH2:30][NH:1][C:2]2[CH:20]=[CH:19][CH:18]=[CH:17][C:3]=2[C:4]([NH:6][C:7]2[N:8]=[CH:9][C:10]3[C:15]([CH:16]=2)=[CH:14][CH:13]=[CH:12][CH:11]=3)=[O:5])=[CH:28][CH:29]=1. The catalyst class is: 15. Reactant: [NH2:1][C:2]1[CH:20]=[CH:19][CH:18]=[CH:17][C:3]=1[C:4]([NH:6][C:7]1[N:8]=[CH:9][C:10]2[C:15]([CH:16]=1)=[CH:14][CH:13]=[CH:12][CH:11]=2)=[O:5].CO.[Br:23][C:24]1[CH:29]=[CH:28][C:27]([CH:30]=O)=[CH:26][N:25]=1.C([BH3-])#N.[Na+]. (3) Reactant: Cl[C:2]1[C:7]([CH:8]2[CH2:10][CH2:9]2)=[N:6][C:5]([CH3:11])=[C:4]([N:12]2[CH2:16][CH2:15][CH2:14][CH:13]2[C:17]2[CH:22]=[CH:21][C:20]([Cl:23])=[CH:19][CH:18]=2)[N:3]=1.[NH2:24][C:25]1[S:26][C:27]([C:30]#[N:31])=[CH:28][N:29]=1.CC(C1C=C(C(C)C)C(C2C(P(C(C)(C)C)C(C)(C)C)=CC=CC=2)=C(C(C)C)C=1)C.P([O-])([O-])([O-])=O.[K+].[K+].[K+]. Product: [Cl:23][C:20]1[CH:21]=[CH:22][C:17]([CH:13]2[CH2:14][CH2:15][CH2:16][N:12]2[C:4]2[N:3]=[C:2]([NH:24][C:25]3[S:26][C:27]([C:30]#[N:31])=[CH:28][N:29]=3)[C:7]([CH:8]3[CH2:10][CH2:9]3)=[N:6][C:5]=2[CH3:11])=[CH:18][CH:19]=1. The catalyst class is: 102. (4) Reactant: [H-].[Na+].CS(C)=O.[NH2:7][C:8]1[C:13]([CH3:14])=[CH:12][C:11]([OH:15])=[C:10]([CH3:16])[CH:9]=1.[CH2:17]([O:24][C:25]1[CH:34]=[C:33]2[C:28]([C:29](Cl)=[CH:30][CH:31]=[N:32]2)=[CH:27][C:26]=1[O:36][CH3:37])[C:18]1[CH:23]=[CH:22][CH:21]=[CH:20][CH:19]=1. Product: [CH2:17]([O:24][C:25]1[CH:34]=[C:33]2[C:28]([C:29]([O:15][C:11]3[C:10]([CH3:16])=[CH:9][C:8]([NH2:7])=[C:13]([CH3:14])[CH:12]=3)=[CH:30][CH:31]=[N:32]2)=[CH:27][C:26]=1[O:36][CH3:37])[C:18]1[CH:19]=[CH:20][CH:21]=[CH:22][CH:23]=1. The catalyst class is: 6.